Dataset: Full USPTO retrosynthesis dataset with 1.9M reactions from patents (1976-2016). Task: Predict the reactants needed to synthesize the given product. (1) Given the product [CH2:10]([O:9][C:7]([NH:23][C@@H:20]1[CH2:21][CH2:22][N:18]([C:25]2[CH:37]=[CH:36][C:28]([C:29]([O:31][C:32]([CH3:33])([CH3:34])[CH3:35])=[O:30])=[CH:27][CH:26]=2)[CH2:19]1)=[O:8])[C:11]1[CH:16]=[CH:15][CH:14]=[CH:13][CH:12]=1, predict the reactants needed to synthesize it. The reactants are: C([O-])([O-])=O.[Na+].[Na+].[C:7](Cl)([O:9][CH2:10][C:11]1[CH:16]=[CH:15][CH:14]=[CH:13][CH:12]=1)=[O:8].[NH:18]1[CH2:22][CH2:21][C@@H:20]([NH2:23])[CH2:19]1.F[C:25]1[CH:37]=[CH:36][C:28]([C:29]([O:31][C:32]([CH3:35])([CH3:34])[CH3:33])=[O:30])=[CH:27][CH:26]=1. (2) The reactants are: O[CH2:2][CH2:3][N:4]([CH:35]([CH3:37])[CH3:36])[C:5]([C:7]1[C:12]([O:13][CH2:14][C:15]2[CH:20]=[CH:19][CH:18]=[CH:17][CH:16]=2)=[C:11]([OH:21])[N:10]=[C:9]([CH2:22][C:23]2([C:28]3[CH:33]=[CH:32][C:31]([Cl:34])=[CH:30][CH:29]=3)[CH2:27][CH2:26][CH2:25][CH2:24]2)[N:8]=1)=[O:6].C(OC1C(=O)N=C(CC2C=CC=CC=2C2C=CC=CC=2)N2CCN(C)C(=O)C=12)C1C=CC=CC=1. Given the product [CH2:14]([O:13][C:12]1[C:11](=[O:21])[N:10]=[C:9]([CH2:22][C:23]2([C:28]3[CH:33]=[CH:32][C:31]([Cl:34])=[CH:30][CH:29]=3)[CH2:27][CH2:26][CH2:25][CH2:24]2)[N:8]2[CH2:2][CH2:3][N:4]([CH:35]([CH3:37])[CH3:36])[C:5](=[O:6])[C:7]=12)[C:15]1[CH:16]=[CH:17][CH:18]=[CH:19][CH:20]=1, predict the reactants needed to synthesize it.